From a dataset of Full USPTO retrosynthesis dataset with 1.9M reactions from patents (1976-2016). Predict the reactants needed to synthesize the given product. (1) Given the product [NH2:1][CH2:2][CH2:3][C:4]([NH:6][C@H:7]([C:12]([NH:14][C@H:15]([C:17]([NH:19][C@H:20]([C:25]([O:27][CH2:28][C:29]1[CH:30]=[CH:31][CH:32]=[CH:33][CH:34]=1)=[O:26])[CH2:21][CH:22]([CH3:23])[CH3:24])=[O:18])[CH3:16])=[O:13])[C@H:8]([CH2:10][CH3:11])[CH3:9])=[O:5], predict the reactants needed to synthesize it. The reactants are: [NH:1](C(OCC1C2C(=CC=CC=2)C2C1=CC=CC=2)=O)[CH2:2][CH2:3][C:4]([NH:6][C@H:7]([C:12]([NH:14][C@H:15]([C:17]([NH:19][C@H:20]([C:25]([O:27][CH2:28][C:29]1[CH:34]=[CH:33][CH:32]=[CH:31][CH:30]=1)=[O:26])[CH2:21][CH:22]([CH3:24])[CH3:23])=[O:18])[CH3:16])=[O:13])[C@H:8]([CH2:10][CH3:11])[CH3:9])=[O:5].N1CCCCC1. (2) The reactants are: Br[C:2]1[CH:7]=[C:6]([F:8])[C:5]([NH:9][C:10]([N:12]2[CH2:20][C:19]3[C:14](=[CH:15][CH:16]=[CH:17][C:18]=3[CH3:21])[CH2:13]2)=[O:11])=[C:4]([F:22])[CH:3]=1.[CH3:23][O:24][Na].Cl. Given the product [F:8][C:6]1[CH:7]=[C:2]([O:24][CH3:23])[CH:3]=[C:4]([F:22])[C:5]=1[NH:9][C:10]([N:12]1[CH2:20][C:19]2[C:14](=[CH:15][CH:16]=[CH:17][C:18]=2[CH3:21])[CH2:13]1)=[O:11], predict the reactants needed to synthesize it. (3) Given the product [C:22]1(/[CH:21]=[C:20](/[NH2:8])\[C:19]([F:30])([F:29])[F:18])[CH:27]=[CH:26][CH:25]=[CH:24][CH:23]=1, predict the reactants needed to synthesize it. The reactants are: FC1C=CC([N:8]2C3C(=CC(N)=CC=3)C=N2)=CC=1.[F:18][C:19]([F:30])([F:29])[C:20](=O)[CH2:21][C:22]1[CH:27]=[CH:26][CH:25]=[CH:24][CH:23]=1.C(N(CC)CC)C.[BH4-].[Na+].[OH-].[Na+]. (4) Given the product [NH2:10][C:5]1[CH:4]=[N:3][N:2]([CH3:1])[C:6]=1[C:7]([NH2:9])=[O:8], predict the reactants needed to synthesize it. The reactants are: [CH3:1][N:2]1[C:6]([C:7]([NH2:9])=[O:8])=[C:5]([N+:10]([O-])=O)[CH:4]=[N:3]1. (5) Given the product [Cl:14][C:11]1[CH:12]=[CH:13][C:8]([C:6]2[O:5][N:4]=[C:3]([CH2:2][S:29][C:26]3[CH:27]=[CH:28][C:20]([O:19][CH2:18][C:17]([OH:30])=[O:16])=[C:21]4[C:25]=3[CH2:24][CH2:23][CH2:22]4)[CH:7]=2)=[CH:9][CH:10]=1, predict the reactants needed to synthesize it. The reactants are: Cl[CH2:2][C:3]1[CH:7]=[C:6]([C:8]2[CH:13]=[CH:12][C:11]([Cl:14])=[CH:10][CH:9]=2)[O:5][N:4]=1.C[O:16][C:17](=[O:30])[CH2:18][O:19][C:20]1[CH:28]=[CH:27][C:26]([SH:29])=[C:25]2[C:21]=1[CH2:22][CH2:23][CH2:24]2. (6) Given the product [CH2:7]([N:15]1[CH2:20][CH2:19][C:18]2[S:21][C:22]([CH2:24][OH:25])=[CH:23][C:17]=2[CH2:16]1)[C:8]1[CH:9]=[CH:10][CH:11]=[CH:12][CH:13]=1, predict the reactants needed to synthesize it. The reactants are: [H-].[H-].[H-].[H-].[Li+].[Al+3].[C:7]([N:15]1[CH2:20][CH2:19][C:18]2[S:21][C:22]([C:24](OCC)=[O:25])=[CH:23][C:17]=2[CH2:16]1)(=O)[C:8]1[CH:13]=[CH:12][CH:11]=[CH:10][CH:9]=1. (7) Given the product [C:9]([NH:6][CH:5]([CH3:7])[C:4]([OH:3])=[O:8])(=[O:16])[CH2:10][CH2:11][CH2:12][CH2:13][CH2:14][CH3:15], predict the reactants needed to synthesize it. The reactants are: Cl.C[O:3][C:4](=[O:8])[CH:5]([CH3:7])[NH2:6].[C:9](Cl)(=[O:16])[CH2:10][CH2:11][CH2:12][CH2:13][CH2:14][CH3:15].O.[OH-].[Na+]. (8) Given the product [Cl:1][C:2]1[CH:3]=[C:4]([C:24]2([C:29]([OH:31])=[O:30])[CH2:25][CH2:26][CH2:27][CH2:28]2)[CH:5]=[C:6]([C:14]2[CH:15]=[CH:16][C:17]([C:20]([F:21])([F:22])[F:23])=[CH:18][CH:19]=2)[C:7]=1[O:8][CH2:9][C:10]([F:12])([F:13])[F:11], predict the reactants needed to synthesize it. The reactants are: [Cl:1][C:2]1[CH:3]=[C:4]([C:24]2([C:29]([O:31]CC)=[O:30])[CH2:28][CH2:27][CH2:26][CH2:25]2)[CH:5]=[C:6]([C:14]2[CH:19]=[CH:18][C:17]([C:20]([F:23])([F:22])[F:21])=[CH:16][CH:15]=2)[C:7]=1[O:8][CH2:9][C:10]([F:13])([F:12])[F:11].O.[OH-].[Li+].